This data is from Full USPTO retrosynthesis dataset with 1.9M reactions from patents (1976-2016). The task is: Predict the reactants needed to synthesize the given product. The reactants are: [NH2:1][C@@H:2]([CH2:6][CH2:7][C:8]1[CH:13]=[CH:12][CH:11]=[CH:10][CH:9]=1)[C:3]([OH:5])=[O:4].S(Cl)(Cl)=O.[CH3:18]O. Given the product [NH2:1][C@@H:2]([CH2:6][CH2:7][C:8]1[CH:13]=[CH:12][CH:11]=[CH:10][CH:9]=1)[C:3]([O:5][CH3:18])=[O:4], predict the reactants needed to synthesize it.